Dataset: Reaction yield outcomes from USPTO patents with 853,638 reactions. Task: Predict the reaction yield, written as a fraction of the theoretical maximum amount of product (1.0 means a 100% yield; for example, 0.34 means a 34% yield). The reactants are [NH2:1][C:2]1[CH:7]=[CH:6][CH:5]=[CH:4][C:3]=1[S:8]([NH2:11])(=[O:10])=[O:9].[F:12][C:13]1[C:18]([F:19])=[CH:17][CH:16]=[CH:15][C:14]=1[S:20](Cl)(=[O:22])=[O:21]. The catalyst is N1C=CC=CC=1. The product is [F:12][C:13]1[C:18]([F:19])=[CH:17][CH:16]=[CH:15][C:14]=1[S:20]([NH:1][C:2]1[CH:7]=[CH:6][CH:5]=[CH:4][C:3]=1[S:8](=[O:9])(=[O:10])[NH2:11])(=[O:22])=[O:21]. The yield is 0.580.